Dataset: Ames mutagenicity test results for genotoxicity prediction. Task: Regression/Classification. Given a drug SMILES string, predict its toxicity properties. Task type varies by dataset: regression for continuous values (e.g., LD50, hERG inhibition percentage) or binary classification for toxic/non-toxic outcomes (e.g., AMES mutagenicity, cardiotoxicity, hepatotoxicity). Dataset: ames. (1) The molecule is CC(C)C(N)C(=O)O. The result is 0 (non-mutagenic). (2) The result is 1 (mutagenic). The drug is CCOP(=S)(OCC)OCCSCC.